Dataset: Full USPTO retrosynthesis dataset with 1.9M reactions from patents (1976-2016). Task: Predict the reactants needed to synthesize the given product. (1) Given the product [CH3:9][O:8][C:7]1[CH:10]=[CH:11][C:3]([CH:2]=[O:1])=[CH:4][C:5]=1[O:6][CH2:19][CH3:20], predict the reactants needed to synthesize it. The reactants are: [O:1]=[CH:2][C:3]1[CH:11]=[CH:10][C:7]([O:8][CH3:9])=[C:5]([OH:6])[CH:4]=1.C(=O)([O-])[O-].[K+].[K+].I[CH2:19][CH3:20].CN(C=O)C. (2) Given the product [F:1][C:2]1[C:10]([C:11]#[C:12][CH2:13][CH2:14][F:30])=[CH:9][CH:8]=[C:7]2[C:3]=1[CH:4]=[N:5][N:6]2[CH:16]1[CH2:21][CH2:20][CH2:19][CH2:18][O:17]1, predict the reactants needed to synthesize it. The reactants are: [F:1][C:2]1[C:10]([C:11]#[C:12][CH2:13][CH2:14]O)=[CH:9][CH:8]=[C:7]2[C:3]=1[CH:4]=[N:5][N:6]2[CH:16]1[CH2:21][CH2:20][CH2:19][CH2:18][O:17]1.C(N(CC)CC)C.[B-](F)(F)(F)[F:30].CCN([S+](F)F)CC.C([O-])(O)=O.[Na+]. (3) Given the product [F:1][CH:2]([F:11])[O:3][C:4]1[CH:10]=[CH:9][C:7]2[N:8]=[C:13]([NH2:14])[S:12][C:6]=2[CH:5]=1, predict the reactants needed to synthesize it. The reactants are: [F:1][CH:2]([F:11])[O:3][C:4]1[CH:10]=[CH:9][C:7]([NH2:8])=[CH:6][CH:5]=1.[S-:12][C:13]#[N:14].[K+].BrBr.[OH-].[NH4+]. (4) Given the product [CH3:28][N:27]([CH3:29])[CH2:26][CH2:25][CH2:24][N:22]([CH3:23])[C:3]1[C:2]([C:32]2[CH:31]=[N:30][CH:35]=[CH:34][CH:33]=2)=[CH:21][C:6]([C:7]([NH:9][C:10]2[CH:15]=[CH:14][C:13]([O:16][C:17]([F:20])([F:19])[F:18])=[CH:12][CH:11]=2)=[O:8])=[CH:5][N:4]=1, predict the reactants needed to synthesize it. The reactants are: Br[C:2]1[C:3]([N:22]([CH2:24][CH2:25][CH2:26][N:27]([CH3:29])[CH3:28])[CH3:23])=[N:4][CH:5]=[C:6]([CH:21]=1)[C:7]([NH:9][C:10]1[CH:15]=[CH:14][C:13]([O:16][C:17]([F:20])([F:19])[F:18])=[CH:12][CH:11]=1)=[O:8].[N:30]1[CH:35]=[CH:34][CH:33]=[C:32](B(O)O)[CH:31]=1.C([O-])([O-])=O.[Na+].[Na+].CCO. (5) The reactants are: [Br:1][C:2]1[CH:3]=[C:4]([CH2:10][OH:11])[CH:5]=[C:6]([CH2:8][OH:9])[CH:7]=1.O[C:13]1[CH:18]=[CH:17][CH:16]=[CH:15][C:14]=1[CH2:19][C:20]([O:22][C:23]([CH3:26])([CH3:25])[CH3:24])=[O:21].C1C=CC(P(C2C=CC=CC=2)C2C=CC=CC=2)=CC=1.CC(OC(/N=N/C(OC(C)C)=O)=O)C. Given the product [Br:1][C:2]1[CH:3]=[C:4]([CH:5]=[C:6]([CH2:8][OH:9])[CH:7]=1)[CH2:10][O:11][C:13]1[CH:18]=[CH:17][CH:16]=[CH:15][C:14]=1[CH2:19][C:20]([O:22][C:23]([CH3:26])([CH3:25])[CH3:24])=[O:21], predict the reactants needed to synthesize it.